Dataset: Forward reaction prediction with 1.9M reactions from USPTO patents (1976-2016). Task: Predict the product of the given reaction. (1) Given the reactants [O:1]=[C:2]1[CH:7]=[C:6]([C:8]([O:10][CH3:11])=[O:9])[CH:5]=[CH:4][NH:3]1.C([O-])([O-])=O.[K+].[K+].I[CH:19]([CH3:21])[CH3:20], predict the reaction product. The product is: [CH:19]([N:3]1[CH:4]=[CH:5][C:6]([C:8]([O:10][CH3:11])=[O:9])=[CH:7][C:2]1=[O:1])([CH3:21])[CH3:20]. (2) Given the reactants [Si:1]([O:8][C:9]1[CH:17]=[CH:16][CH:15]=[C:14]2[C:10]=1[CH:11]=[CH:12][N:13]2[CH2:18][C:19]#[N:20])([C:4]([CH3:7])([CH3:6])[CH3:5])([CH3:3])[CH3:2].Cl, predict the reaction product. The product is: [Si:1]([O:8][C:9]1[CH:17]=[CH:16][CH:15]=[C:14]2[C:10]=1[CH:11]=[CH:12][N:13]2[CH2:18][CH2:19][NH2:20])([C:4]([CH3:7])([CH3:6])[CH3:5])([CH3:3])[CH3:2].